Task: Predict which catalyst facilitates the given reaction.. Dataset: Catalyst prediction with 721,799 reactions and 888 catalyst types from USPTO (1) The catalyst class is: 7. Product: [OH:9][CH2:8][C:7]1[CH:6]=[C:5]([CH:13]=[C:12]([N:14]([CH3:19])[S:15]([CH3:18])(=[O:17])=[O:16])[CH:11]=1)[C:3]([O:2][CH3:1])=[O:4]. Reactant: [CH3:1][O:2][C:3]([C:5]1[CH:6]=[C:7]([CH:11]=[C:12]([N:14]([CH3:19])[S:15]([CH3:18])(=[O:17])=[O:16])[CH:13]=1)[C:8](O)=[O:9])=[O:4].O1CCCC1.O1CCCC1.CO. (2) Reactant: [Cl:1][C:2]1[CH:3]=[C:4]2[NH:11][C@@H:10]([CH3:12])[CH2:9][N:5]2[C:6](=[O:8])[N:7]=1.[C:13](O[C:13]([O:15][C:16]([CH3:19])([CH3:18])[CH3:17])=[O:14])([O:15][C:16]([CH3:19])([CH3:18])[CH3:17])=[O:14]. Product: [Cl:1][C:2]1[CH:3]=[C:4]2[N:11]([C:13]([O:15][C:16]([CH3:19])([CH3:18])[CH3:17])=[O:14])[C@@H:10]([CH3:12])[CH2:9][N:5]2[C:6](=[O:8])[N:7]=1. The catalyst class is: 64.